This data is from Forward reaction prediction with 1.9M reactions from USPTO patents (1976-2016). The task is: Predict the product of the given reaction. (1) Given the reactants [C:1]([C:3]1[CH:4]=[C:5]([N:9]2[CH2:18][C@H:17]3[N:13]([CH2:14][CH2:15][CH2:16]3)[C:12]3[N:19]=[C:20]([S:23][CH3:24])[N:21]=[CH:22][C:11]=3[C:10]2=[O:25])[CH:6]=[CH:7][CH:8]=1)#[N:2].[Cl-].[NH4+].[N-:28]=[N+:29]=[N-:30].[Na+], predict the reaction product. The product is: [CH3:24][S:23][C:20]1[N:21]=[CH:22][C:11]2[C:10](=[O:25])[N:9]([C:5]3[CH:6]=[CH:7][CH:8]=[C:3]([C:1]4[N:28]=[N:29][NH:30][N:2]=4)[CH:4]=3)[CH2:18][C@H:17]3[N:13]([CH2:14][CH2:15][CH2:16]3)[C:12]=2[N:19]=1. (2) Given the reactants [CH3:1][C:2]1([CH3:34])[C:11]2[CH:10]=[C:9]([Se:12][C:13]#[C:14][C:15]3[CH:24]=[CH:23][C:18]([C:19]([O:21]C)=[O:20])=[C:17]([O:25][CH3:26])[CH:16]=3)[CH:8]=[CH:7][C:6]=2[C:5]([C:27]2[CH:32]=[CH:31][C:30]([CH3:33])=[CH:29][CH:28]=2)=[CH:4][CH2:3]1.[OH-].[Na+].Cl, predict the reaction product. The product is: [CH3:1][C:2]1([CH3:34])[C:11]2[CH:10]=[C:9]([Se:12][C:13]#[C:14][C:15]3[CH:24]=[CH:23][C:18]([C:19]([OH:21])=[O:20])=[C:17]([O:25][CH3:26])[CH:16]=3)[CH:8]=[CH:7][C:6]=2[C:5]([C:27]2[CH:28]=[CH:29][C:30]([CH3:33])=[CH:31][CH:32]=2)=[CH:4][CH2:3]1. (3) Given the reactants [OH:1][C:2]1[C:7](=[O:8])[NH:6][CH2:5][CH2:4][C:3]=1[C:9]([O:11][CH2:12][CH3:13])=[O:10], predict the reaction product. The product is: [OH:1][C:2]1[C:7](=[O:8])[NH:6][CH:5]=[CH:4][C:3]=1[C:9]([O:11][CH2:12][CH3:13])=[O:10]. (4) Given the reactants [Br:1][C:2]1[CH:3]=[CH:4][C:5](/[CH:8]=[CH:9]/[C@@H:10]2[C@H:18]3[C@:14]([CH2:21][CH2:22][C:23]([O:25]C(C)(C)C)=[O:24])([C:15](=[O:20])[O:16][C@@H:17]3[CH3:19])[CH2:13][C:12]([F:31])([F:30])[C@H:11]2[CH3:32])=[N:6][CH:7]=1.C(O)(C(F)(F)F)=O, predict the reaction product. The product is: [Br:1][C:2]1[CH:3]=[CH:4][C:5](/[CH:8]=[CH:9]/[C@@H:10]2[C@H:18]3[C@:14]([CH2:21][CH2:22][C:23]([OH:25])=[O:24])([C:15](=[O:20])[O:16][C@@H:17]3[CH3:19])[CH2:13][C:12]([F:31])([F:30])[C@H:11]2[CH3:32])=[N:6][CH:7]=1. (5) Given the reactants [C:1]([C:3]1[N:11]=[CH:10][C:9]2[N:8]([CH2:12][O:13][CH2:14][CH2:15][Si:16]([CH3:19])([CH3:18])[CH3:17])[C:7]3[N:20]=[CH:21][C:22]([C:24]4[CH:46]=[CH:45][C:27]([CH2:28][N:29]5[CH:34]6[CH2:35][CH2:36][CH:30]5[CH2:31][CH:32](OC(N5C=CN=C5)=S)[CH2:33]6)=[CH:26][CH:25]=4)=[CH:23][C:6]=3[C:5]=2[CH:4]=1)#[N:2].CC(N=NC(C#N)(C)C)(C#N)C.C([SnH](CCCC)CCCC)CCC, predict the reaction product. The product is: [CH:34]12[N:29]([CH2:28][C:27]3[CH:45]=[CH:46][C:24]([C:22]4[CH:21]=[N:20][C:7]5[N:8]([CH2:12][O:13][CH2:14][CH2:15][Si:16]([CH3:17])([CH3:18])[CH3:19])[C:9]6[CH:10]=[N:11][C:3]([C:1]#[N:2])=[CH:4][C:5]=6[C:6]=5[CH:23]=4)=[CH:25][CH:26]=3)[CH:30]([CH2:36][CH2:35]1)[CH2:31][CH2:32][CH2:33]2. (6) Given the reactants [CH3:1][CH:2]([C:4]1[N:8]([CH2:9][CH2:10][C@@H:11]([OH:19])[CH2:12][C@@H:13]([OH:18])[CH2:14][C:15]([O-:17])=[O:16])[C:7]([C:20]2[CH:21]=[CH:22][C:23]([F:26])=[CH:24][CH:25]=2)=[C:6]([C:27]2[CH:28]=[CH:29][CH:30]=[CH:31][CH:32]=2)[C:5]=1[C:33]([NH:35][C:36]1[CH:37]=[CH:38][CH:39]=[CH:40][CH:41]=1)=[O:34])[CH3:3].[CH3:3][CH:2]([C:4]1[N:8]([CH2:9][CH2:10][C@@H:11]([OH:19])[CH2:12][C@@H:13]([OH:18])[CH2:14][C:15]([O-:17])=[O:16])[C:7]([C:20]2[CH:25]=[CH:24][C:23]([F:26])=[CH:22][CH:21]=2)=[C:6]([C:27]2[CH:32]=[CH:31][CH:30]=[CH:29][CH:28]=2)[C:5]=1[C:33]([NH:35][C:36]1[CH:41]=[CH:40][CH:39]=[CH:38][CH:37]=1)=[O:34])[CH3:1].[Ca+2].O.Cl, predict the reaction product. The product is: [CH3:3][CH:2]([C:4]1[N:8]([CH2:9][CH2:10][C@@H:11]([OH:19])[CH2:12][C@@H:13]([OH:18])[CH2:14][C:15]([OH:17])=[O:16])[C:7]([C:20]2[CH:25]=[CH:24][C:23]([F:26])=[CH:22][CH:21]=2)=[C:6]([C:27]2[CH:32]=[CH:31][CH:30]=[CH:29][CH:28]=2)[C:5]=1[C:33]([NH:35][C:36]1[CH:41]=[CH:40][CH:39]=[CH:38][CH:37]=1)=[O:34])[CH3:1]. (7) Given the reactants [Cl:1][C:2]1[N:3]([C:16]2[C:21]([CH3:22])=[CH:20][C:19]([CH3:23])=[CH:18][C:17]=2[CH3:24])[C:4]2[N:5]([CH:15]=1)[C:6]([CH2:13]O)=[C:7]([C:9]([F:12])([F:11])[F:10])[N:8]=2.S(Cl)([Cl:27])=O, predict the reaction product. The product is: [Cl:1][C:2]1[N:3]([C:16]2[C:21]([CH3:22])=[CH:20][C:19]([CH3:23])=[CH:18][C:17]=2[CH3:24])[C:4]2[N:5]([C:6]([CH2:13][Cl:27])=[C:7]([C:9]([F:12])([F:11])[F:10])[N:8]=2)[CH:15]=1. (8) Given the reactants [CH3:1][C:2]1[CH:7]2[C:8]([CH3:10])([CH3:9])[CH:5]([CH2:6]2)[CH2:4][CH:3]=1.CCCCCCCCCCCC.NC(N)=[O:25].C(=O)(O)[O-].[Na+].OO, predict the reaction product. The product is: [CH3:9][C:8]1([CH3:10])[CH:7]2[C:2]3([CH3:1])[O:25][CH:3]3[CH2:4][CH:5]1[CH2:6]2. (9) Given the reactants [H-].[Al+3].[Li+].[H-].[H-].[H-].[F:7][C:8]([F:24])([F:23])[C:9]1[CH:10]=[C:11]([C:15]2[N:20]=[CH:19][C:18]([CH:21]=[O:22])=[CH:17][CH:16]=2)[CH:12]=[CH:13][CH:14]=1.[OH-].[Na+], predict the reaction product. The product is: [F:23][C:8]([F:7])([F:24])[C:9]1[CH:10]=[C:11]([C:15]2[N:20]=[CH:19][C:18]([CH2:21][OH:22])=[CH:17][CH:16]=2)[CH:12]=[CH:13][CH:14]=1. (10) Given the reactants [Cl:1][C:2]1[CH:22]=[CH:21][C:5]2[N:6]([C:11]3[CH:16]=[CH:15][N:14]=[C:13]([S:17]([CH3:20])(=[O:19])=[O:18])[CH:12]=3)[C:7]([CH2:9]Cl)=[N:8][C:4]=2[CH:3]=1.[NH:23]1[C:27]2=[CH:28][N:29]=[CH:30][CH:31]=[C:26]2[C:25]2([CH2:33][CH2:32]2)[C:24]1=[O:34].C(=O)([O-])[O-].[Cs+].[Cs+], predict the reaction product. The product is: [Cl:1][C:2]1[CH:22]=[CH:21][C:5]2[N:6]([C:11]3[CH:16]=[CH:15][N:14]=[C:13]([S:17]([CH3:20])(=[O:19])=[O:18])[CH:12]=3)[C:7]([CH2:9][N:23]3[C:27]4=[CH:28][N:29]=[CH:30][CH:31]=[C:26]4[C:25]4([CH2:32][CH2:33]4)[C:24]3=[O:34])=[N:8][C:4]=2[CH:3]=1.